This data is from Catalyst prediction with 721,799 reactions and 888 catalyst types from USPTO. The task is: Predict which catalyst facilitates the given reaction. (1) Reactant: [Br:1][C:2]1[CH:3]=[C:4]([CH3:10])[C:5]([CH3:9])=[C:6]([OH:8])[CH:7]=1.CI.[C:13](=O)([O-])[O-].[K+].[K+].O. Product: [Br:1][C:2]1[CH:3]=[C:4]([CH3:10])[C:5]([CH3:9])=[C:6]([O:8][CH3:13])[CH:7]=1. The catalyst class is: 3. (2) Reactant: C(OC(=O)[NH:7][C@@:8]([C:16]1[CH:25]=[CH:24][C:23]2[C:18](=[CH:19][CH:20]=[C:21]([O:30][CH:31]3[CH2:36][CH2:35][CH:34]([C:37]([CH3:41])([CH3:40])[CH2:38][CH3:39])[CH2:33][CH2:32]3)[C:22]=2[C:26]([F:29])([F:28])[F:27])[CH:17]=1)([CH3:15])[CH2:9][O:10][P:11]([OH:14])([OH:13])=[O:12])(C)(C)C.O1CCOCC1. Product: [NH2:7][C@@:8]([C:16]1[CH:25]=[CH:24][C:23]2[C:18](=[CH:19][CH:20]=[C:21]([O:30][CH:31]3[CH2:32][CH2:33][CH:34]([C:37]([CH3:40])([CH3:41])[CH2:38][CH3:39])[CH2:35][CH2:36]3)[C:22]=2[C:26]([F:27])([F:28])[F:29])[CH:17]=1)([CH3:15])[CH2:9][O:10][P:11](=[O:12])([OH:13])[OH:14]. The catalyst class is: 33. (3) Reactant: [CH3:1][N:2]1[CH2:7][CH2:6][N:5]([CH2:8][C:9]2[CH:10]=[C:11]([NH2:19])[CH:12]=[C:13]([C:15]([F:18])([F:17])[F:16])[CH:14]=2)[CH2:4][CH2:3]1.[I:20][C:21]1[CH:22]=[C:23]([CH:27]=[CH:28][C:29]=1[CH3:30])[C:24](Cl)=[O:25]. Product: [I:20][C:21]1[CH:22]=[C:23]([CH:27]=[CH:28][C:29]=1[CH3:30])[C:24]([NH:19][C:11]1[CH:12]=[C:13]([C:15]([F:18])([F:16])[F:17])[CH:14]=[C:9]([CH2:8][N:5]2[CH2:4][CH2:3][N:2]([CH3:1])[CH2:7][CH2:6]2)[CH:10]=1)=[O:25]. The catalyst class is: 2. (4) Reactant: [CH3:1][N:2]1[CH2:7][CH2:6][N:5]([CH2:8][C:9]2[CH:37]=[CH:36][C:12]([C:13]([NH:15][C:16]3[CH:21]=[CH:20][C:19]([CH3:22])=[C:18]([NH:23][C:24]4[N:29]=[C:28]([C:30]5[CH:31]=[N:32][CH:33]=[CH:34][CH:35]=5)[CH:27]=[CH:26][N:25]=4)[CH:17]=3)=[O:14])=[CH:11][CH:10]=2)[CH2:4][CH2:3]1.[C:38]([OH:46])(=[O:45])[C:39]1[CH:44]=[CH:43][CH:42]=[CH:41][CH:40]=1. Product: [CH3:1][N:2]1[CH2:7][CH2:6][N:5]([CH2:8][C:9]2[CH:10]=[CH:11][C:12]([C:13]([NH:15][C:16]3[CH:21]=[CH:20][C:19]([CH3:22])=[C:18]([NH:23][C:24]4[N:29]=[C:28]([C:30]5[CH:31]=[N:32][CH:33]=[CH:34][CH:35]=5)[CH:27]=[CH:26][N:25]=4)[CH:17]=3)=[O:14])=[CH:36][CH:37]=2)[CH2:4][CH2:3]1.[C:38]([O-:46])(=[O:45])[C:39]1[CH:44]=[CH:43][CH:42]=[CH:41][CH:40]=1. The catalyst class is: 113. (5) Reactant: Cl[CH2:2][C:3]1[C:4]([CH3:19])=[N:5][C:6]([C:9]2[CH:14]=[CH:13][C:12]([C:15]([F:18])([F:17])[F:16])=[CH:11][CH:10]=2)=[N:7][CH:8]=1.[CH2:20]([O:22][C:23](=[O:35])[CH2:24][N:25]1[C:33]2[C:28](=[CH:29][C:30]([OH:34])=[CH:31][CH:32]=2)[CH:27]=[CH:26]1)[CH3:21].C(=O)([O-])[O-].[Cs+].[Cs+]. Product: [CH2:20]([O:22][C:23](=[O:35])[CH2:24][N:25]1[C:33]2[C:28](=[CH:29][C:30]([O:34][CH2:2][C:3]3[C:4]([CH3:19])=[N:5][C:6]([C:9]4[CH:14]=[CH:13][C:12]([C:15]([F:18])([F:17])[F:16])=[CH:11][CH:10]=4)=[N:7][CH:8]=3)=[CH:31][CH:32]=2)[CH:27]=[CH:26]1)[CH3:21]. The catalyst class is: 3. (6) Reactant: [H-].[Al+3].[Li+].[H-].[H-].[H-].[C:7]([O:11][C:12](=[O:25])[NH:13][CH2:14][C@H:15]1[CH2:20][CH2:19][C@H:18]([CH2:21][N:22]=[N+]=[N-])[CH2:17][CH2:16]1)([CH3:10])([CH3:9])[CH3:8]. Product: [C:7]([O:11][C:12](=[O:25])[NH:13][CH2:14][C@H:15]1[CH2:16][CH2:17][C@H:18]([CH2:21][NH2:22])[CH2:19][CH2:20]1)([CH3:10])([CH3:8])[CH3:9]. The catalyst class is: 1. (7) Reactant: [NH2:1][C:2]1[C:3]2[N:4]([C:8]([C@@H:25]3[CH2:28][C@H:27]([CH2:29]OS(C4C=CC(C)=CC=4)(=O)=O)[CH2:26]3)=[N:9][C:10]=2[C:11]2[CH:16]=[CH:15][CH:14]=[C:13]([O:17][CH2:18][C:19]3[CH:24]=[CH:23][CH:22]=[CH:21][CH:20]=3)[CH:12]=2)[CH:5]=[CH:6][N:7]=1.[CH3:41][NH:42][CH3:43]. Product: [CH3:41][N:42]([CH2:29][C@@H:27]1[CH2:26][C@H:25]([C:8]2[N:4]3[CH:5]=[CH:6][N:7]=[C:2]([NH2:1])[C:3]3=[C:10]([C:11]3[CH:16]=[CH:15][CH:14]=[C:13]([O:17][CH2:18][C:19]4[CH:20]=[CH:21][CH:22]=[CH:23][CH:24]=4)[CH:12]=3)[N:9]=2)[CH2:28]1)[CH3:43]. The catalyst class is: 1. (8) Reactant: C(OC(=O)[NH:10][C@@H:11]1[C:14](=[O:15])[NH:13][C@H:12]1[CH3:16])C1C=CC=CC=1.C1CCC=CC=1.[CH3:24][C:25]1[CH:26]=[CH:27][C:28]([S:31]([OH:34])(=[O:33])=[O:32])=[CH:29][CH:30]=1. Product: [C:25]1([CH3:24])[CH:26]=[CH:27][C:28]([S:31]([O-:34])(=[O:32])=[O:33])=[CH:29][CH:30]=1.[CH3:16][C@H:12]1[C@H:11]([NH3+:10])[C:14](=[O:15])[NH:13]1. The catalyst class is: 579.